This data is from Catalyst prediction with 721,799 reactions and 888 catalyst types from USPTO. The task is: Predict which catalyst facilitates the given reaction. (1) Reactant: C([O-])(O)=O.[Na+].[Na+].[I-].[Cl:8][C:9]1[N:14]=[C:13](Cl)[C:12]([CH2:16][CH2:17]Cl)=[C:11]([CH2:19][CH3:20])[N:10]=1.[NH2:21][C:22]1[CH:27]=[CH:26][C:25]([CH2:28][C:29]([O:31][CH2:32][CH3:33])=[O:30])=[CH:24][CH:23]=1. Product: [Cl:8][C:9]1[N:10]=[C:11]([CH2:19][CH3:20])[C:12]2[CH2:16][CH2:17][N:21]([C:22]3[CH:23]=[CH:24][C:25]([CH2:28][C:29]([O:31][CH2:32][CH3:33])=[O:30])=[CH:26][CH:27]=3)[C:13]=2[N:14]=1. The catalyst class is: 18. (2) Reactant: [OH:1][C:2]1[CH:7]=[CH:6][C:5]([CH2:8][CH2:9][S:10][CH:11]([CH2:15][C:16]2[CH:21]=[CH:20][C:19]([CH2:22][CH2:23][O:24][C:25]3[CH:30]=[CH:29][C:28]([O:31][S:32]([CH3:35])(=[O:34])=[O:33])=[CH:27][CH:26]=3)=[CH:18][CH:17]=2)[C:12]([OH:14])=[O:13])=[CH:4][CH:3]=1.[NH:36]1[CH2:41][CH2:40][NH:39][CH2:38][CH2:37]1. Product: [NH:36]1[CH2:41][CH2:40][NH:39][CH2:38][CH2:37]1.[OH:1][C:2]1[CH:7]=[CH:6][C:5]([CH2:8][CH2:9][S:10][CH:11]([CH2:15][C:16]2[CH:21]=[CH:20][C:19]([CH2:22][CH2:23][O:24][C:25]3[CH:26]=[CH:27][C:28]([O:31][S:32]([CH3:35])(=[O:34])=[O:33])=[CH:29][CH:30]=3)=[CH:18][CH:17]=2)[C:12]([OH:14])=[O:13])=[CH:4][CH:3]=1. The catalyst class is: 13. (3) Reactant: [C:1]1([C:19]2[CH:24]=[CH:23][CH:22]=[CH:21][CH:20]=2)[CH:6]=[CH:5][CH:4]=[C:3]([C:7]2[C:8]([C:17]#[N:18])=[N:9][C:10]([O:15]C)=[C:11]([O:13]C)[CH:12]=2)[CH:2]=1.B(Br)(Br)Br. Product: [C:1]1([C:19]2[CH:24]=[CH:23][CH:22]=[CH:21][CH:20]=2)[CH:6]=[CH:5][CH:4]=[C:3]([C:7]2[CH:12]=[C:11]([OH:13])[C:10](=[O:15])[NH:9][C:8]=2[C:17]#[N:18])[CH:2]=1. The catalyst class is: 2.